From a dataset of Full USPTO retrosynthesis dataset with 1.9M reactions from patents (1976-2016). Predict the reactants needed to synthesize the given product. (1) Given the product [Br:1][C:2]1[CH:3]=[C:4]([CH:7]=[C:8]([O:11][CH2:12][CH:13]2[CH2:15][CH2:14]2)[CH:9]=1)[C:5]#[N:6], predict the reactants needed to synthesize it. The reactants are: [Br:1][C:2]1[CH:3]=[C:4]([CH:7]=[C:8](F)[CH:9]=1)[C:5]#[N:6].[OH:11][CH2:12][CH:13]1[CH2:15][CH2:14]1.C[Si]([N-][Si](C)(C)C)(C)C.[Na+]. (2) Given the product [C:20]([C:17]1[CH:16]=[CH:15][C:14]([NH:13][C:11](=[O:12])[NH:10][C:6]2[CH:5]=[C:4]([CH:9]=[CH:8][CH:7]=2)[C:3]([OH:24])=[O:2])=[CH:19][CH:18]=1)([CH3:23])([CH3:21])[CH3:22], predict the reactants needed to synthesize it. The reactants are: C[O:2][C:3](=[O:24])[C:4]1[CH:9]=[CH:8][CH:7]=[C:6]([NH:10][C:11]([NH:13][C:14]2[CH:19]=[CH:18][C:17]([C:20]([CH3:23])([CH3:22])[CH3:21])=[CH:16][CH:15]=2)=[O:12])[CH:5]=1.[I-].[Li+]. (3) Given the product [CH3:16][O:15][C:12]1[CH:13]=[CH:14][C:9]([CH2:8][N:7]2[C:3]([CH:2]=[O:42])=[N:4][C:5]([N:17]3[CH2:21][CH2:20][CH2:19][CH2:18]3)=[N:6]2)=[CH:10][CH:11]=1, predict the reactants needed to synthesize it. The reactants are: Cl[CH:2](Cl)[C:3]1[N:7]([CH2:8][C:9]2[CH:14]=[CH:13][C:12]([O:15][CH3:16])=[CH:11][CH:10]=2)[N:6]=[C:5]([N:17]2[CH2:21][CH2:20][CH2:19][CH2:18]2)[N:4]=1.ClC(Cl)C1N=C(N2CCCC2)N(CC2C=CC([O:42]C)=CC=2)N=1.C([O-])(=O)C.[Na+]. (4) Given the product [Cl:17][C:15]1[C:14]([Cl:18])=[CH:13][C:9]2[N:10]([CH2:11][CH3:12])[C:6]([C:3]([OH:5])([CH3:4])[CH2:2][S:21][CH2:19][CH3:20])=[N:7][C:8]=2[CH:16]=1, predict the reactants needed to synthesize it. The reactants are: Cl[CH2:2][C:3]([C:6]1[N:10]([CH2:11][CH3:12])[C:9]2[CH:13]=[C:14]([Cl:18])[C:15]([Cl:17])=[CH:16][C:8]=2[N:7]=1)([OH:5])[CH3:4].[CH2:19]([SH:21])[CH3:20].C[O-].[Na+]. (5) Given the product [CH:18]1([N:24]2[CH2:25][CH2:26][N:27]([C:30]([C:12]3[CH:11]=[CH:10][C:9]([NH:8][C:2]4[N:7]=[C:6]([NH:8][C:9]5[CH:10]=[C:11]([CH2:15][C:16]#[N:17])[CH:12]=[CH:13][CH:14]=5)[CH:5]=[CH:4][N:3]=4)=[CH:14][CH:13]=3)=[O:31])[CH2:28][CH2:29]2)[CH2:19][CH2:20][CH2:21][CH2:22][CH2:23]1, predict the reactants needed to synthesize it. The reactants are: Cl[C:2]1[N:7]=[C:6]([NH:8][C:9]2[CH:10]=[C:11]([CH2:15][C:16]#[N:17])[CH:12]=[CH:13][CH:14]=2)[CH:5]=[CH:4][N:3]=1.[CH:18]1([N:24]2[CH2:29][CH2:28][N:27]([CH:30]=[O:31])[CH2:26][CH2:25]2)[CH2:23][CH2:22][CH2:21][CH2:20][CH2:19]1.[OH-].[Na+].CO.C(Cl)Cl. (6) Given the product [ClH:30].[ClH:30].[CH2:28]([N:3]([CH2:1][CH3:2])[CH2:4][CH2:5][O:6][C:7]1[CH:8]=[CH:9][C:10]2[C:14]3[CH:15]=[CH:16][C:17]([O:19][CH2:20][CH2:21][N:22]([CH2:25][CH3:26])[CH2:23][CH3:24])=[CH:18][C:13]=3[S:12][C:11]=2[CH:27]=1)[CH3:29], predict the reactants needed to synthesize it. The reactants are: [CH2:1]([N:3]([CH2:28][CH3:29])[CH2:4][CH2:5][O:6][C:7]1[CH:8]=[CH:9][C:10]2[C:14]3[CH:15]=[CH:16][C:17]([O:19][CH2:20][CH2:21][N:22]([CH2:25][CH3:26])[CH2:23][CH3:24])=[CH:18][C:13]=3[S:12][C:11]=2[CH:27]=1)[CH3:2].[ClH:30].O1CCOCC1. (7) Given the product [CH2:1]([C:5]1[CH:6]=[CH:7][C:8]([C:11]#[C:12][C:13]2[CH:33]=[CH:32][C:16]([CH2:17][N:18]([C:19]3[CH:20]=[CH:21][C:22]4[C:27](=[O:28])[O:26][C:25]([CH3:29])([CH3:30])[O:24][C:23]=4[CH:31]=3)[C:40]([CH:34]3[CH2:39][CH2:38][CH2:37][CH2:36][CH2:35]3)=[O:41])=[CH:15][CH:14]=2)=[CH:9][CH:10]=1)[CH2:2][CH2:3][CH3:4], predict the reactants needed to synthesize it. The reactants are: [CH2:1]([C:5]1[CH:10]=[CH:9][C:8]([C:11]#[C:12][C:13]2[CH:33]=[CH:32][C:16]([CH2:17][NH:18][C:19]3[CH:20]=[CH:21][C:22]4[C:27](=[O:28])[O:26][C:25]([CH3:30])([CH3:29])[O:24][C:23]=4[CH:31]=3)=[CH:15][CH:14]=2)=[CH:7][CH:6]=1)[CH2:2][CH2:3][CH3:4].[CH:34]1([C:40](Cl)=[O:41])[CH2:39][CH2:38][CH2:37][CH2:36][CH2:35]1.